This data is from Forward reaction prediction with 1.9M reactions from USPTO patents (1976-2016). The task is: Predict the product of the given reaction. (1) Given the reactants [P:1]([O:16]C1C=CC=CC=1)([O:9][C:10]1[CH:15]=[CH:14][CH:13]=[CH:12][CH:11]=1)[O:2][C:3]1[CH:8]=[CH:7][CH:6]=[CH:5][CH:4]=1.CI.P(OC)(OC)O[CH3:27], predict the reaction product. The product is: [CH3:27][P:1](=[O:16])([O:9][C:10]1[CH:15]=[CH:14][CH:13]=[CH:12][CH:11]=1)[O:2][C:3]1[CH:8]=[CH:7][CH:6]=[CH:5][CH:4]=1. (2) Given the reactants [F:1][C:2]1[C:3]([N:9]2[CH:13]=[CH:12][C:11]([NH:14][C:15](=[O:26])[C:16]3[CH:21]=[CH:20][CH:19]=[CH:18][C:17]=3[C:22]([F:25])([F:24])[F:23])=[N:10]2)=[N:4][CH:5]=[C:6]([F:8])[CH:7]=1.OO.NC(N)=[O:31].FC(F)(F)C(OC(=O)C(F)(F)F)=O.S([O-])([O-])=O.[Na+].[Na+], predict the reaction product. The product is: [F:1][C:2]1[C:3]([N:9]2[CH:13]=[CH:12][C:11]([NH:14][C:15](=[O:26])[C:16]3[CH:21]=[CH:20][CH:19]=[CH:18][C:17]=3[C:22]([F:25])([F:23])[F:24])=[N:10]2)=[N+:4]([O-:31])[CH:5]=[C:6]([F:8])[CH:7]=1.